From a dataset of Full USPTO retrosynthesis dataset with 1.9M reactions from patents (1976-2016). Predict the reactants needed to synthesize the given product. (1) Given the product [CH2:1]([O:3][C:4]([C:6]1[N:7]([CH2:24][C:23]([F:34])([F:33])[F:22])[N:8]=[C:9]([C:11]2[CH:16]=[CH:15][C:14]([O:17][C:18]([F:21])([F:20])[F:19])=[CH:13][CH:12]=2)[CH:10]=1)=[O:5])[CH3:2], predict the reactants needed to synthesize it. The reactants are: [CH2:1]([O:3][C:4]([C:6]1[CH:10]=[C:9]([C:11]2[CH:16]=[CH:15][C:14]([O:17][C:18]([F:21])([F:20])[F:19])=[CH:13][CH:12]=2)[NH:8][N:7]=1)=[O:5])[CH3:2].[F:22][C:23]([F:34])([F:33])[CH2:24]OS(C(F)(F)F)(=O)=O. (2) Given the product [Cl:8][C:9]1[N:10]=[C:11]([Cl:25])[C:12]2[CH2:17][NH:16][CH2:15][C:13]=2[N:14]=1, predict the reactants needed to synthesize it. The reactants are: FC(F)(F)C(O)=O.[Cl:8][C:9]1[N:10]=[C:11]([Cl:25])[C:12]2[CH2:17][N:16](C(OC(C)(C)C)=O)[CH2:15][C:13]=2[N:14]=1. (3) Given the product [O:24]1[CH2:25][CH2:26][N:21]([CH2:6][C:7]2[N:8]=[CH:9][C:10]([NH:13][C:14](=[O:15])[O:16][C:17]([CH3:20])([CH3:19])[CH3:18])=[CH:11][CH:12]=2)[CH2:22][CH2:23]1, predict the reactants needed to synthesize it. The reactants are: CS(O[CH2:6][C:7]1[CH:12]=[CH:11][C:10]([NH:13][C:14]([O:16][C:17]([CH3:20])([CH3:19])[CH3:18])=[O:15])=[CH:9][N:8]=1)(=O)=O.[NH:21]1[CH2:26][CH2:25][O:24][CH2:23][CH2:22]1.C([O-])([O-])=O.[K+].[K+].O. (4) Given the product [CH2:1]([N:8]1[C:13](=[O:14])[C:12]2[C:15]([CH3:18])=[N:16][S:17][C:11]=2[N:10]=[C:9]1[CH:19]([N:23]([CH2:33][CH2:34][CH2:35][N:38]([CH3:39])[CH3:37])[C:24](=[O:32])[C:25]1[CH:26]=[CH:27][C:28]([Br:31])=[CH:29][CH:30]=1)[CH:20]([CH3:21])[CH3:22])[C:2]1[CH:3]=[CH:4][CH:5]=[CH:6][CH:7]=1, predict the reactants needed to synthesize it. The reactants are: [CH2:1]([N:8]1[C:13](=[O:14])[C:12]2[C:15]([CH3:18])=[N:16][S:17][C:11]=2[N:10]=[C:9]1[CH:19]([N:23]([CH2:33][CH2:34][CH:35]=O)[C:24](=[O:32])[C:25]1[CH:30]=[CH:29][C:28]([Br:31])=[CH:27][CH:26]=1)[CH:20]([CH3:22])[CH3:21])[C:2]1[CH:7]=[CH:6][CH:5]=[CH:4][CH:3]=1.[CH3:37][NH:38][CH3:39].C([BH3-])#N.[Na+]. (5) The reactants are: [H-].[Na+].[OH:3][C:4]1[C:5]2[N:6]([C:17]([CH3:21])=[C:18]([CH3:20])[N:19]=2)[CH:7]=[C:8]([N:10]2[CH:15]=[CH:14][CH:13]=[CH:12][C:11]2=[O:16])[CH:9]=1.Br[CH2:23][C:24]1[CH:29]=[CH:28][CH:27]=[CH:26][CH:25]=1. Given the product [CH3:20][C:18]1[N:19]=[C:5]2[C:4]([O:3][CH2:23][C:24]3[CH:29]=[CH:28][CH:27]=[CH:26][CH:25]=3)=[CH:9][C:8]([N:10]3[CH:15]=[CH:14][CH:13]=[CH:12][C:11]3=[O:16])=[CH:7][N:6]2[C:17]=1[CH3:21], predict the reactants needed to synthesize it. (6) Given the product [CH:26]([N:15]([CH:12]([CH3:14])[CH3:13])[CH2:16][CH2:17][CH:18]([C:11]1[CH:10]=[C:5]([CH:4]=[CH:3][C:2]=1[OH:1])[C:6]([O:8][CH3:9])=[O:7])[C:20]1[CH:21]=[CH:22][CH:23]=[CH:24][CH:25]=1)([CH3:28])[CH3:27], predict the reactants needed to synthesize it. The reactants are: [OH:1][C:2]1[CH:11]=[CH:10][C:5]([C:6]([O:8][CH3:9])=[O:7])=[CH:4][CH:3]=1.[CH:12]([N:15]([CH:26]([CH3:28])[CH3:27])[CH2:16][CH2:17][CH:18]([C:20]1[CH:25]=[CH:24][CH:23]=[CH:22][CH:21]=1)O)([CH3:14])[CH3:13]. (7) Given the product [F:37][C:29]1[CH:30]=[C:31]([C:2]2[CH:3]=[CH:4][C:5]([O:10][CH2:11][CH:12]3[CH2:17][CH2:16][N:15]([CH2:18][C:19]([F:22])([CH3:21])[CH3:20])[CH2:14][CH2:13]3)=[C:6]([CH2:8][OH:9])[CH:7]=2)[CH:32]=[CH:33][C:28]=1[C:26]([O:25][CH2:23][CH3:24])=[O:27], predict the reactants needed to synthesize it. The reactants are: Br[C:2]1[CH:3]=[CH:4][C:5]([O:10][CH2:11][CH:12]2[CH2:17][CH2:16][N:15]([CH2:18][C:19]([F:22])([CH3:21])[CH3:20])[CH2:14][CH2:13]2)=[C:6]([CH2:8][OH:9])[CH:7]=1.[CH2:23]([O:25][C:26]([C:28]1[CH:33]=[CH:32][C:31](B(O)O)=[CH:30][C:29]=1[F:37])=[O:27])[CH3:24].C([O-])([O-])=O.[Cs+].[Cs+]. (8) Given the product [C:6]([N:5]1[CH2:4][C:3]([CH2:1][CH3:2])([CH3:10])[NH:11][C:14]([CH2:16][CH3:17])([CH2:12][CH3:13])[C:20]1=[O:18])([CH3:9])([CH3:8])[CH3:7], predict the reactants needed to synthesize it. The reactants are: [CH2:1]([C:3]([NH2:11])([CH3:10])[CH2:4][NH:5][C:6]([CH3:9])([CH3:8])[CH3:7])[CH3:2].[CH2:12]([C:14]([CH2:16][CH3:17])=O)[CH3:13].[OH-:18].[Na+].[CH:20](Cl)(Cl)Cl.